This data is from Peptide-MHC class II binding affinity with 134,281 pairs from IEDB. The task is: Regression. Given a peptide amino acid sequence and an MHC pseudo amino acid sequence, predict their binding affinity value. This is MHC class II binding data. The peptide sequence is AVLVATNFFGINTIP. The MHC is DRB1_0802 with pseudo-sequence DRB1_0802. The binding affinity (normalized) is 0.511.